From a dataset of Reaction yield outcomes from USPTO patents with 853,638 reactions. Predict the reaction yield, written as a fraction of the theoretical maximum amount of product (1.0 means a 100% yield; for example, 0.34 means a 34% yield). The reactants are C(NC(C)C)(C)C.[Li]CCCC.[CH3:13][O:14][C:15]([C:17]1[S:18][CH:19]=[CH:20][C:21]=1[NH:22][C:23]([O:25][C:26]([CH3:29])([CH3:28])[CH3:27])=[O:24])=[O:16].[C:30]1(=[O:36])[CH2:35][CH2:34][CH2:33][CH2:32][CH2:31]1. The catalyst is C1COCC1. The product is [CH3:13][O:14][C:15]([C:17]1[S:18][C:19]([C:30]2([OH:36])[CH2:35][CH2:34][CH2:33][CH2:32][CH2:31]2)=[CH:20][C:21]=1[NH:22][C:23]([O:25][C:26]([CH3:29])([CH3:28])[CH3:27])=[O:24])=[O:16]. The yield is 0.840.